This data is from Drug-target binding data from BindingDB using IC50 measurements. The task is: Regression. Given a target protein amino acid sequence and a drug SMILES string, predict the binding affinity score between them. We predict pIC50 (pIC50 = -log10(IC50 in M); higher means more potent). Dataset: bindingdb_ic50. The drug is Cc1ccc2nc(C(=O)NCc3ccc(Cl)cc3)nc(NCCN(C)C)c2c1. The target protein (P0A9A6) has sequence MFEPMELTNDAVIKVIGVGGGGGNAVEHMVRERIEGVEFFAVNTDAQALRKTAVGQTIQIGSGITKGLGAGANPEVGRNAADEDRDALRAALEGADMVFIAAGMGGGTGTGAAPVVAEVAKDLGILTVAVVTKPFNFEGKKRMAFAEQGITELSKHVDSLITIPNDKLLKVLGRGISLLDAFGAANDVLKGAVQGIAELITRPGLMNVDFADVRTVMSEMGYAMMGSGVASGEDRAEEAAEMAISSPLLEDIDLSGARGVLVNITAGFDLRLDEFETVGNTIRAFASDNATVVIGTSLDPDMNDELRVTVVATGIGMDKRPEITLVTNKQVQQPVMDRYQQHGMAPLTQEQKPVAKVVNDNAPQTAKEPDYLDIPAFLRKQAD. The pIC50 is 3.9.